Regression. Given two drug SMILES strings and cell line genomic features, predict the synergy score measuring deviation from expected non-interaction effect. From a dataset of NCI-60 drug combinations with 297,098 pairs across 59 cell lines. (1) Drug 1: CNC(=O)C1=NC=CC(=C1)OC2=CC=C(C=C2)NC(=O)NC3=CC(=C(C=C3)Cl)C(F)(F)F. Drug 2: C(CN)CNCCSP(=O)(O)O. Cell line: MALME-3M. Synergy scores: CSS=2.75, Synergy_ZIP=0.127, Synergy_Bliss=-0.826, Synergy_Loewe=-0.741, Synergy_HSA=-1.12. (2) Drug 1: CCC1(CC2CC(C3=C(CCN(C2)C1)C4=CC=CC=C4N3)(C5=C(C=C6C(=C5)C78CCN9C7C(C=CC9)(C(C(C8N6C)(C(=O)OC)O)OC(=O)C)CC)OC)C(=O)OC)O.OS(=O)(=O)O. Drug 2: CCC1(C2=C(COC1=O)C(=O)N3CC4=CC5=C(C=CC(=C5CN(C)C)O)N=C4C3=C2)O.Cl. Cell line: TK-10. Synergy scores: CSS=26.2, Synergy_ZIP=-4.71, Synergy_Bliss=-1.37, Synergy_Loewe=-3.93, Synergy_HSA=0.102. (3) Drug 1: CC1C(C(CC(O1)OC2CC(CC3=C2C(=C4C(=C3O)C(=O)C5=C(C4=O)C(=CC=C5)OC)O)(C(=O)C)O)N)O.Cl. Drug 2: C1=CC=C(C(=C1)C(C2=CC=C(C=C2)Cl)C(Cl)Cl)Cl. Cell line: SN12C. Synergy scores: CSS=20.3, Synergy_ZIP=-5.94, Synergy_Bliss=1.80, Synergy_Loewe=1.78, Synergy_HSA=1.86.